From a dataset of Full USPTO retrosynthesis dataset with 1.9M reactions from patents (1976-2016). Predict the reactants needed to synthesize the given product. The reactants are: Cl.[CH3:2][O:3][C:4]1[CH:5]=[C:6]([C:12]2[C@@H:21]3[C@@H:16]([CH2:17][CH2:18][CH2:19][CH2:20]3)[C:15](=[O:22])[N:14]([CH:23]3[CH2:28][CH2:27][NH:26][CH2:25][CH2:24]3)[N:13]=2)[CH:7]=[CH:8][C:9]=1[O:10][CH3:11].[C:29]([O:33][C:34]([NH:36][C@@H:37]([C:46](O)=[O:47])[CH2:38][C:39]1[CH:44]=[CH:43][C:42]([OH:45])=[CH:41][CH:40]=1)=[O:35])([CH3:32])([CH3:31])[CH3:30].CCOC(C(C#N)=NOC(N1CCOCC1)=[N+](C)C)=O.F[P-](F)(F)(F)(F)F.CCN(C(C)C)C(C)C.C(=O)(O)[O-].[Na+]. Given the product [CH3:2][O:3][C:4]1[CH:5]=[C:6]([C:12]2[C@@H:21]3[C@@H:16]([CH2:17][CH2:18][CH2:19][CH2:20]3)[C:15](=[O:22])[N:14]([CH:23]3[CH2:24][CH2:25][N:26]([C:46](=[O:47])[C@H:37]([NH:36][C:34](=[O:35])[O:33][C:29]([CH3:30])([CH3:31])[CH3:32])[CH2:38][C:39]4[CH:40]=[CH:41][C:42]([OH:45])=[CH:43][CH:44]=4)[CH2:27][CH2:28]3)[N:13]=2)[CH:7]=[CH:8][C:9]=1[O:10][CH3:11], predict the reactants needed to synthesize it.